This data is from Buchwald-Hartwig C-N cross coupling reaction yields with 55,370 reactions. The task is: Predict the reaction yield, written as a fraction of the theoretical maximum amount of product (1.0 means a 100% yield; for example, 0.34 means a 34% yield). (1) The reactants are FC(F)(F)c1ccc(I)cc1.Cc1ccc(N)cc1.O=S(=O)(O[Pd]1c2ccccc2-c2ccccc2N~1)C(F)(F)F.COc1ccc(OC)c(P(C(C)(C)C)C(C)(C)C)c1-c1c(C(C)C)cc(C(C)C)cc1C(C)C.CCN=P(N=P(N(C)C)(N(C)C)N(C)C)(N(C)C)N(C)C.Cc1ccno1. No catalyst specified. The product is Cc1ccc(Nc2ccc(C(F)(F)F)cc2)cc1. The yield is 0.0211. (2) The reactants are FC(F)(F)c1ccc(Br)cc1.Cc1ccc(N)cc1.O=S(=O)(O[Pd]1c2ccccc2-c2ccccc2N~1)C(F)(F)F.CC(C)c1cc(C(C)C)c(-c2ccccc2P(C2CCCCC2)C2CCCCC2)c(C(C)C)c1.CN(C)C(=NC(C)(C)C)N(C)C.CCOC(=O)c1cnoc1. No catalyst specified. The product is Cc1ccc(Nc2ccc(C(F)(F)F)cc2)cc1. The yield is 0.00547. (3) The reactants are COc1ccc(Cl)cc1.Cc1ccc(N)cc1.O=S(=O)(O[Pd]1c2ccccc2-c2ccccc2N~1)C(F)(F)F.COc1ccc(OC)c(P(C(C)(C)C)C(C)(C)C)c1-c1c(C(C)C)cc(C(C)C)cc1C(C)C.CN(C)C(=NC(C)(C)C)N(C)C.c1ccc(CN(Cc2ccccc2)c2ccno2)cc1. No catalyst specified. The product is COc1ccc(Nc2ccc(C)cc2)cc1. The yield is 0.